From a dataset of Peptide-MHC class II binding affinity with 134,281 pairs from IEDB. Regression. Given a peptide amino acid sequence and an MHC pseudo amino acid sequence, predict their binding affinity value. This is MHC class II binding data. (1) The peptide sequence is EFIPMKSSWGAIWRI. The MHC is DRB1_0405 with pseudo-sequence DRB1_0405. The binding affinity (normalized) is 0.438. (2) The peptide sequence is RRRLLVLDAVALERW. The MHC is DRB3_0101 with pseudo-sequence DRB3_0101. The binding affinity (normalized) is 0.522. (3) The peptide sequence is VSKGAPCRIPVIVAD. The MHC is DRB3_0101 with pseudo-sequence DRB3_0101. The binding affinity (normalized) is 0.763. (4) The peptide sequence is AFKVAATAANAAGAN. The MHC is DRB1_0901 with pseudo-sequence DRB1_0901. The binding affinity (normalized) is 0.675. (5) The peptide sequence is GELQIVPKIDAAFKI. The MHC is DRB5_0101 with pseudo-sequence DRB5_0101. The binding affinity (normalized) is 0.765. (6) The peptide sequence is QAMASTEGNVTGMFA. The MHC is DRB1_0101 with pseudo-sequence DRB1_0101. The binding affinity (normalized) is 0.320.